From a dataset of NCI-60 drug combinations with 297,098 pairs across 59 cell lines. Regression. Given two drug SMILES strings and cell line genomic features, predict the synergy score measuring deviation from expected non-interaction effect. (1) Drug 1: COCCOC1=C(C=C2C(=C1)C(=NC=N2)NC3=CC=CC(=C3)C#C)OCCOC.Cl. Drug 2: B(C(CC(C)C)NC(=O)C(CC1=CC=CC=C1)NC(=O)C2=NC=CN=C2)(O)O. Cell line: SR. Synergy scores: CSS=39.3, Synergy_ZIP=1.03, Synergy_Bliss=2.25, Synergy_Loewe=-42.0, Synergy_HSA=0.154. (2) Synergy scores: CSS=42.3, Synergy_ZIP=-0.138, Synergy_Bliss=-0.420, Synergy_Loewe=-3.08, Synergy_HSA=-0.240. Cell line: A549. Drug 1: CC1C(C(CC(O1)OC2CC(OC(C2O)C)OC3=CC4=CC5=C(C(=O)C(C(C5)C(C(=O)C(C(C)O)O)OC)OC6CC(C(C(O6)C)O)OC7CC(C(C(O7)C)O)OC8CC(C(C(O8)C)O)(C)O)C(=C4C(=C3C)O)O)O)O. Drug 2: CCC1(C2=C(COC1=O)C(=O)N3CC4=CC5=C(C=CC(=C5CN(C)C)O)N=C4C3=C2)O.Cl. (3) Drug 1: CCC1(CC2CC(C3=C(CCN(C2)C1)C4=CC=CC=C4N3)(C5=C(C=C6C(=C5)C78CCN9C7C(C=CC9)(C(C(C8N6C=O)(C(=O)OC)O)OC(=O)C)CC)OC)C(=O)OC)O.OS(=O)(=O)O. Drug 2: C1=NC2=C(N1)C(=S)N=CN2. Cell line: MDA-MB-435. Synergy scores: CSS=53.1, Synergy_ZIP=-0.914, Synergy_Bliss=-2.35, Synergy_Loewe=-16.6, Synergy_HSA=-0.696. (4) Drug 1: C1CCN(CC1)CCOC2=CC=C(C=C2)C(=O)C3=C(SC4=C3C=CC(=C4)O)C5=CC=C(C=C5)O. Drug 2: C1=CC(=C2C(=C1NCCNCCO)C(=O)C3=C(C=CC(=C3C2=O)O)O)NCCNCCO. Cell line: OVCAR-8. Synergy scores: CSS=48.7, Synergy_ZIP=2.67, Synergy_Bliss=2.05, Synergy_Loewe=-19.7, Synergy_HSA=2.59.